From a dataset of Catalyst prediction with 721,799 reactions and 888 catalyst types from USPTO. Predict which catalyst facilitates the given reaction. Reactant: [CH3:1][O:2][C:3]([C:5]1[C:6](=[O:16])[NH:7][C:8]2[C:13]([CH:14]=1)=[CH:12][N:11]=[C:10](Cl)[CH:9]=2)=[O:4].C(N(CC)CC)C.[CH3:24][C:25]1([CH3:32])[O:29][CH:28]([CH2:30][NH2:31])[CH2:27][O:26]1.O. Product: [CH3:1][O:2][C:3]([C:5]1[C:6](=[O:16])[NH:7][C:8]2[C:13]([CH:14]=1)=[CH:12][N:11]=[C:10]([NH:31][CH2:30][CH:28]1[CH2:27][O:26][C:25]([CH3:32])([CH3:24])[O:29]1)[CH:9]=2)=[O:4]. The catalyst class is: 16.